From a dataset of Full USPTO retrosynthesis dataset with 1.9M reactions from patents (1976-2016). Predict the reactants needed to synthesize the given product. Given the product [OH:5][CH:3]([CH3:4])[CH2:2][CH2:1][O:6][S:13]([C:10]1[CH:11]=[CH:12][C:7]([CH3:17])=[CH:8][CH:9]=1)(=[O:15])=[O:14], predict the reactants needed to synthesize it. The reactants are: [CH2:1]([OH:6])[CH2:2][CH:3]([OH:5])[CH3:4].[C:7]1([CH3:17])[CH:12]=[CH:11][C:10]([S:13](Cl)(=[O:15])=[O:14])=[CH:9][CH:8]=1.